This data is from CYP2C9 inhibition data for predicting drug metabolism from PubChem BioAssay. The task is: Regression/Classification. Given a drug SMILES string, predict its absorption, distribution, metabolism, or excretion properties. Task type varies by dataset: regression for continuous measurements (e.g., permeability, clearance, half-life) or binary classification for categorical outcomes (e.g., BBB penetration, CYP inhibition). Dataset: cyp2c9_veith. (1) The result is 1 (inhibitor). The drug is Cc1ccc(NC(=[OH+])c2cc3ccccc3cc2O)c(C)c1.Cc1ccc(NC(=[OH+])c2cc3ccccc3cc2O)c(C)c1.[Ni]. (2) The drug is CN1CCN(c2cc(-c3ccc(N(C)C)cc3)ncn2)CC1. The result is 0 (non-inhibitor). (3) The molecule is O=C(c1ccco1)N1CCC2(CCCN(c3ccccc3)C2)CC1. The result is 0 (non-inhibitor). (4) The molecule is Cc1ccc(-n2c(C)cc(/C=C(\C#N)C(=O)NCC3CCCO3)c2C)cc1. The result is 1 (inhibitor). (5) The drug is C=CC[C@@H]1C=C[C@H](O/N=C(\C)CCN2CCCCc3nc(C)c(C)cc32)[C@H](CO)O1. The result is 0 (non-inhibitor).